The task is: Predict the product of the given reaction.. This data is from Forward reaction prediction with 1.9M reactions from USPTO patents (1976-2016). (1) The product is: [CH:19]1([CH2:18][NH:17][S:12]([C:3]2[C:4]([Cl:11])=[CH:5][CH:6]=[C:7]([N+:8]([O-:10])=[O:9])[C:2]=2[Cl:1])(=[O:14])=[O:13])[CH2:21][CH2:20]1. Given the reactants [Cl:1][C:2]1[C:7]([N+:8]([O-:10])=[O:9])=[CH:6][CH:5]=[C:4]([Cl:11])[C:3]=1[S:12](Cl)(=[O:14])=[O:13].Cl.[NH2:17][CH2:18][CH:19]1[CH2:21][CH2:20]1.C(N(CC)CC)C, predict the reaction product. (2) Given the reactants Cl.C[O:3][C:4]1[CH:17]=[CH:16][C:7]([C:8]([CH:10]2[CH2:15][CH2:14][NH:13][CH2:12][CH2:11]2)=[O:9])=[CH:6][CH:5]=1.C(O)(=O)C, predict the reaction product. The product is: [OH:3][C:4]1[CH:5]=[CH:6][C:7]([C:8]([CH:10]2[CH2:15][CH2:14][NH:13][CH2:12][CH2:11]2)=[O:9])=[CH:16][CH:17]=1.